This data is from Reaction yield outcomes from USPTO patents with 853,638 reactions. The task is: Predict the reaction yield, written as a fraction of the theoretical maximum amount of product (1.0 means a 100% yield; for example, 0.34 means a 34% yield). (1) The reactants are [CH3:1][N:2]([CH3:33])[C:3]1([C:27]2[CH:32]=[CH:31][CH:30]=[CH:29][CH:28]=2)[CH2:8][CH2:7][CH:6]([CH2:9][C:10]([N:12]2[CH2:17][CH2:16][CH2:15][CH:14]([C:18]3[C:26]4[C:21](=[CH:22][CH:23]=[CH:24][CH:25]=4)[NH:20][CH:19]=3)[CH2:13]2)=[O:11])[CH2:5][CH2:4]1.[Cl:34][Si](C)(C)C. The catalyst is CC(CC)=O. The product is [ClH:34].[CH3:33][N:2]([CH3:1])[C:3]1([C:27]2[CH:28]=[CH:29][CH:30]=[CH:31][CH:32]=2)[CH2:8][CH2:7][CH:6]([CH2:9][C:10]([N:12]2[CH2:17][CH2:16][CH2:15][CH:14]([C:18]3[C:26]4[C:21](=[CH:22][CH:23]=[CH:24][CH:25]=4)[NH:20][CH:19]=3)[CH2:13]2)=[O:11])[CH2:5][CH2:4]1. The yield is 0.650. (2) The reactants are [B:1]([C:4]1[CH:12]=[CH:11][C:7]([C:8]([OH:10])=O)=[C:6]([F:13])[CH:5]=1)([OH:3])[OH:2].[CH3:14][S:15]([C:18]1[CH:19]=[C:20]([CH2:24][NH2:25])[CH:21]=[CH:22][CH:23]=1)(=[O:17])=[O:16].CCN(C(C)C)C(C)C.CN(C(ON1N=NC2C=CC=CC1=2)=[N+](C)C)C.[B-](F)(F)(F)F. The catalyst is CN(C=O)C.O. The product is [F:13][C:6]1[CH:5]=[C:4]([B:1]([OH:2])[OH:3])[CH:12]=[CH:11][C:7]=1[C:8](=[O:10])[NH:25][CH2:24][C:20]1[CH:21]=[CH:22][CH:23]=[C:18]([S:15]([CH3:14])(=[O:17])=[O:16])[CH:19]=1. The yield is 0.880. (3) The reactants are [CH2:1]([NH:8][C:9]([NH:11][N:12]([CH2:14][C:15]([NH:17][C@@H:18]([CH2:42][C:43]1[CH:48]=[CH:47][C:46]([O:49]C(C)(C)C)=[CH:45][CH:44]=1)[C:19]([N:21]([C@@H:33]([CH3:41])[CH:34](OCC)OCC)[CH2:22][C:23]1[CH:24]=[CH:25][CH:26]=[C:27]2[C:32]=1[N:31]=[CH:30][CH:29]=[CH:28]2)=[O:20])=[O:16])[CH3:13])=[O:10])[C:2]1[CH:7]=[CH:6][CH:5]=[CH:4][CH:3]=1.[P:54](Cl)(Cl)(Cl)=[O:55].[OH2:59].C(O)(=O)CC(CC(O)=O)(C(O)=O)[OH:63]. The catalyst is O1CCCC1. The product is [P:54]([OH:55])([OH:63])([O:49][C:46]1[CH:45]=[CH:44][C:43]([CH2:42][C@@H:18]2[N:17]3[CH:34]([N:11]([C:9](=[O:10])[NH:8][CH2:1][C:2]4[CH:7]=[CH:6][CH:5]=[CH:4][CH:3]=4)[N:12]([CH3:13])[CH2:14][C:15]3=[O:16])[C@H:33]([CH3:41])[N:21]([CH2:22][C:23]3[CH:24]=[CH:25][CH:26]=[C:27]4[C:32]=3[N:31]=[CH:30][CH:29]=[CH:28]4)[C:19]2=[O:20])=[CH:48][CH:47]=1)=[O:59]. The yield is 0.600. (4) The reactants are C[O:2][C:3](=[O:24])[C:4]1[CH:9]=[C:8]([C:10]2[S:11][CH:12]=[C:13]([C:15]3[CH:20]=[CH:19][C:18]([Cl:21])=[C:17]([Cl:22])[CH:16]=3)[N:14]=2)[CH:7]=[CH:6][C:5]=1Br.[CH3:25][O:26][C:27]1[N:32]=[C:31](B(O)O)[CH:30]=[CH:29][CH:28]=1. No catalyst specified. The product is [Cl:22][C:17]1[CH:16]=[C:15]([C:13]2[N:14]=[C:10]([C:8]3[CH:7]=[CH:6][C:5]([C:31]4[CH:30]=[CH:29][CH:28]=[C:27]([O:26][CH3:25])[N:32]=4)=[C:4]([CH:9]=3)[C:3]([OH:24])=[O:2])[S:11][CH:12]=2)[CH:20]=[CH:19][C:18]=1[Cl:21]. The yield is 0.250. (5) The reactants are [CH2:1]([O:3][CH2:4][CH2:5][O:6][CH2:7][CH2:8][C:9]#[N:10])[CH3:2].[NH2:11][OH:12]. The catalyst is CCO. The product is [CH2:1]([O:3][CH2:4][CH2:5][O:6][CH2:7][CH2:8][C:9](=[N:11][OH:12])[NH2:10])[CH3:2]. The yield is 0.976. (6) The reactants are C(OC([N:8]1[C:12]2[CH:13]=[CH:14][CH:15]=[CH:16][C:11]=2[N:10]=[C:9]1[CH2:17][N:18]([CH2:29][C:30]1[CH:35]=[CH:34][C:33]([C:36]#[N:37])=[CH:32][C:31]=1[C:38]([O:40][CH3:41])=[O:39])[CH:19]1[C:28]2[N:27]=[CH:26][CH:25]=[CH:24][C:23]=2[CH2:22][CH2:21][CH2:20]1)=O)(C)(C)C.CO. The catalyst is N.[Ni]. The product is [CH3:41][O:40][C:38](=[O:39])[C:31]1[CH:32]=[C:33]([CH2:36][NH2:37])[CH:34]=[CH:35][C:30]=1[CH2:29][N:18]([CH2:17][C:9]1[NH:8][C:12]2[CH:13]=[CH:14][CH:15]=[CH:16][C:11]=2[N:10]=1)[CH:19]1[C:28]2[N:27]=[CH:26][CH:25]=[CH:24][C:23]=2[CH2:22][CH2:21][CH2:20]1. The yield is 0.710.